Dataset: Full USPTO retrosynthesis dataset with 1.9M reactions from patents (1976-2016). Task: Predict the reactants needed to synthesize the given product. (1) Given the product [O:11]=[C:10]1[NH:9][CH2:8][CH:7]([CH2:12][CH2:13][NH:14][C:15](=[O:21])[O:16][C:17]([CH3:20])([CH3:19])[CH3:18])[N:6]2[C:2]([C:33]3[CH:38]=[CH:37][CH:36]=[CH:35][CH:34]=3)=[C:3]([C:22]3[CH:27]=[CH:26][CH:25]=[C:24]([O:28][C:29]([F:32])([F:31])[F:30])[CH:23]=3)[CH:4]=[C:5]12, predict the reactants needed to synthesize it. The reactants are: I[C:2]1[N:6]2[CH:7]([CH2:12][CH2:13][NH:14][C:15](=[O:21])[O:16][C:17]([CH3:20])([CH3:19])[CH3:18])[CH2:8][NH:9][C:10](=[O:11])[C:5]2=[CH:4][C:3]=1[C:22]1[CH:27]=[CH:26][CH:25]=[C:24]([O:28][C:29]([F:32])([F:31])[F:30])[CH:23]=1.[C:33]1(B(O)O)[CH:38]=[CH:37][CH:36]=[CH:35][CH:34]=1.ClCCl.C(=O)([O-])[O-].[Cs+].[Cs+]. (2) The reactants are: [Cl:1][C:2]1[C:10]([Cl:11])=[CH:9][CH:8]=[CH:7][C:3]=1[C:4]([OH:6])=O.[C:12]1([CH:18]([C:21]2[CH:22]=[N:23][C:24]([C:27]([F:30])([F:29])[F:28])=[CH:25][CH:26]=2)[CH2:19][NH2:20])[CH:17]=[CH:16][CH:15]=[CH:14][CH:13]=1. Given the product [Cl:1][C:2]1[C:10]([Cl:11])=[CH:9][CH:8]=[CH:7][C:3]=1[C:4]([NH:20][CH2:19][CH:18]([C:12]1[CH:13]=[CH:14][CH:15]=[CH:16][CH:17]=1)[C:21]1[CH:22]=[N:23][C:24]([C:27]([F:30])([F:28])[F:29])=[CH:25][CH:26]=1)=[O:6], predict the reactants needed to synthesize it. (3) Given the product [NH2:10][C@H:11]([C:14]1[CH:19]=[CH:18][C:17]([OH:20])=[CH:16][C:15]=1[O:28][CH3:29])[CH2:12][OH:13], predict the reactants needed to synthesize it. The reactants are: C(OC(=O)[NH:10][C@H:11]([C:14]1[CH:19]=[CH:18][C:17]([O:20]CC2C=CC=CC=2)=[CH:16][C:15]=1[O:28][CH3:29])[CH2:12][OH:13])C1C=CC=CC=1. (4) Given the product [CH3:11][NH:12][C:2]1[NH:6][C:5]2[CH:7]=[CH:8][CH:9]=[CH:10][C:4]=2[N:3]=1, predict the reactants needed to synthesize it. The reactants are: Cl[C:2]1[NH:6][C:5]2[CH:7]=[CH:8][CH:9]=[CH:10][C:4]=2[N:3]=1.[CH3:11][NH2:12].CCO.